From a dataset of Forward reaction prediction with 1.9M reactions from USPTO patents (1976-2016). Predict the product of the given reaction. (1) Given the reactants [N+:1]([C:4]1[CH:5]=[C:6]([C:11]2[O:12][C:13]3[CH:19]=[CH:18][C:17]([C:20]4[CH:25]=[CH:24][CH:23]=[CH:22][CH:21]=4)=[CH:16][C:14]=3[N:15]=2)[C:7](F)=[CH:8][CH:9]=1)([O-:3])=[O:2].[CH3:26][O-:27].[Na+], predict the reaction product. The product is: [N+:1]([C:4]1[CH:5]=[C:6]([C:11]2[O:12][C:13]3[CH:19]=[CH:18][C:17]([C:20]4[CH:25]=[CH:24][CH:23]=[CH:22][CH:21]=4)=[CH:16][C:14]=3[N:15]=2)[C:7]([O:27][CH3:26])=[CH:8][CH:9]=1)([O-:3])=[O:2]. (2) Given the reactants [C:1]([O:5][C:6](=[O:31])[N:7]([CH2:24][C:25]1[CH:30]=[CH:29][CH:28]=[CH:27][CH:26]=1)[CH2:8][C:9]1[CH:10]=[CH:11][CH:12]=[C:13]2[C:17]=1[N:16]([C:18]1[CH:23]=[CH:22][N:21]=[CH:20][CH:19]=1)[CH2:15][CH2:14]2)([CH3:4])([CH3:3])[CH3:2], predict the reaction product. The product is: [C:1]([O:5][C:6](=[O:31])[N:7]([CH2:24][C:25]1[CH:26]=[CH:27][CH:28]=[CH:29][CH:30]=1)[CH2:8][C:9]1[CH:10]=[CH:11][CH:12]=[C:13]2[C:17]=1[N:16]([C:18]1[CH:19]=[CH:20][N:21]=[CH:22][CH:23]=1)[CH:15]=[CH:14]2)([CH3:4])([CH3:2])[CH3:3]. (3) Given the reactants Cl[C:2]1[N:7]=[C:6]([C:8]2[N:9]([CH:14]([CH3:16])[CH3:15])[C:10]([CH3:13])=[N:11][CH:12]=2)[CH:5]=[CH:4][N:3]=1.Cl.[NH2:18][CH:19]1[CH2:24][CH2:23][CH2:22][CH:21]([C:25]([O:27][CH3:28])=[O:26])[CH2:20]1.C(N(CC)CC)C.C([O-])(O)=O.[Na+], predict the reaction product. The product is: [CH3:13][C:10]1[N:9]([CH:14]([CH3:16])[CH3:15])[C:8]([C:6]2[CH:5]=[CH:4][N:3]=[C:2]([NH:18][CH:19]3[CH2:24][CH2:23][CH2:22][CH:21]([C:25]([O:27][CH3:28])=[O:26])[CH2:20]3)[N:7]=2)=[CH:12][N:11]=1. (4) Given the reactants [Cl:1][C:2]1[C:7]([O:8][C:9]2[CH:14]=[CH:13][C:12]([N+:15]([O-])=O)=[CH:11][N:10]=2)=[CH:6][C:5]([NH:18][C:19](=[O:24])[C:20]([F:23])([F:22])[F:21])=[C:4]([F:25])[CH:3]=1, predict the reaction product. The product is: [NH2:15][C:12]1[CH:13]=[CH:14][C:9]([O:8][C:7]2[C:2]([Cl:1])=[CH:3][C:4]([F:25])=[C:5]([NH:18][C:19](=[O:24])[C:20]([F:23])([F:21])[F:22])[CH:6]=2)=[N:10][CH:11]=1. (5) Given the reactants Cl[C:2]1[C:11]2[C:6](=[CH:7][CH:8]=[C:9]([C:12]3[N:13]([CH3:17])[CH:14]=[CH:15][N:16]=3)[CH:10]=2)[CH:5]=[N:4][CH:3]=1.[CH3:18][N:19]1[CH:23]=[C:22]([C:24]2[CH:29]=[CH:28][C:27](B3OC(C)(C)C(C)(C)O3)=[CH:26][CH:25]=2)[CH:21]=[N:20]1.C(Cl)Cl.C(=O)([O-])[O-].[Na+].[Na+].O, predict the reaction product. The product is: [CH3:17][N:13]1[CH:14]=[CH:15][N:16]=[C:12]1[C:9]1[CH:10]=[C:11]2[C:6](=[CH:7][CH:8]=1)[CH:5]=[N:4][CH:3]=[C:2]2[C:27]1[CH:26]=[CH:25][C:24]([C:22]2[CH:21]=[N:20][N:19]([CH3:18])[CH:23]=2)=[CH:29][CH:28]=1. (6) Given the reactants [Br:1][C:2]1[CH:6]=[C:5]([C:7]([OH:9])=O)[N:4]([C:10]2[C:15]([Cl:16])=[CH:14][CH:13]=[CH:12][N:11]=2)[N:3]=1.[NH2:17][C:18]1[C:27]([CH3:28])=[CH:26][C:25]([Cl:29])=[CH:24][C:19]=1[C:20]([NH:22][CH3:23])=[O:21].N1C=CC=C(C)C=1.CS(Cl)(=O)=O, predict the reaction product. The product is: [Br:1][C:2]1[CH:6]=[C:5]([C:7]([NH:17][C:18]2[C:19]([C:20]([NH:22][CH3:23])=[O:21])=[CH:24][C:25]([Cl:29])=[CH:26][C:27]=2[CH3:28])=[O:9])[N:4]([C:10]2[C:15]([Cl:16])=[CH:14][CH:13]=[CH:12][N:11]=2)[N:3]=1.